Dataset: Catalyst prediction with 721,799 reactions and 888 catalyst types from USPTO. Task: Predict which catalyst facilitates the given reaction. (1) Reactant: [CH3:1][O:2][C:3]([CH:5]1[CH:9]([C:10]#[N:11])[CH2:8][O:7][CH2:6]1)=[O:4].O=S(Cl)Cl.O. Product: [CH3:1][O:2][C:3]([C:5]1[CH2:6][O:7][CH2:8][C:9]=1[C:10]#[N:11])=[O:4]. The catalyst class is: 17. (2) Reactant: [F:1][C:2]1[CH:7]=[CH:6][C:5]([C:8]2[S:16][C:15]3[C:14](=[O:17])[N:13]([CH:18]4[CH2:23][CH2:22][N:21]([C:24]([O:26][C:27]([CH3:30])([CH3:29])[CH3:28])=[O:25])[CH2:20][CH2:19]4)[C:12](=[O:31])[NH:11][C:10]=3[CH:9]=2)=[C:4]([O:32][CH3:33])[CH:3]=1.C(=O)([O-])[O-].[K+].[K+].Br[CH2:41][C:42]1[CH:47]=[CH:46][C:45]([CH3:48])=[C:44]([F:49])[CH:43]=1. Product: [F:1][C:2]1[CH:7]=[CH:6][C:5]([C:8]2[S:16][C:15]3[C:14](=[O:17])[N:13]([CH:18]4[CH2:23][CH2:22][N:21]([C:24]([O:26][C:27]([CH3:28])([CH3:29])[CH3:30])=[O:25])[CH2:20][CH2:19]4)[C:12](=[O:31])[N:11]([CH2:41][C:42]4[CH:47]=[CH:46][C:45]([CH3:48])=[C:44]([F:49])[CH:43]=4)[C:10]=3[CH:9]=2)=[C:4]([O:32][CH3:33])[CH:3]=1. The catalyst class is: 3. (3) Reactant: Cl.O1CCOCC1.[CH2:8]([O:10][C:11]([CH2:13][CH2:14][C:15]1[S:16][C:17]2[CH:18]=[CH:19][C:20]3[CH:41]=[CH:40][CH:39]=[CH:38][C:21]=3[C:22](=[C:25]3[CH2:30][CH2:29][N:28](C(OC(C)(C)C)=O)[CH2:27][CH2:26]3)[C:23]=2[CH:24]=1)=[O:12])[CH3:9]. Product: [NH:28]1[CH2:29][CH2:30][C:25](=[C:22]2[C:21]3[CH:38]=[CH:39][CH:40]=[CH:41][C:20]=3[CH:19]=[CH:18][C:17]3[S:16][C:15]([CH2:14][CH2:13][C:11]([O:10][CH2:8][CH3:9])=[O:12])=[CH:24][C:23]2=3)[CH2:26][CH2:27]1. The catalyst class is: 12. (4) Reactant: C([O:4][C:5]([CH3:27])([C:7]1[O:8][C:9]([C:12]2[CH:17]=[CH:16][N:15]=[C:14]([NH:18][C:19]3[CH:24]=[CH:23][C:22]([S:25][CH3:26])=[CH:21][CH:20]=3)[CH:13]=2)=[N:10][N:11]=1)[CH3:6])(=O)C.[OH-].[Na+].O1CCCC1.CO. Product: [CH3:26][S:25][C:22]1[CH:23]=[CH:24][C:19]([NH:18][C:14]2[CH:13]=[C:12]([C:9]3[O:8][C:7]([C:5]([OH:4])([CH3:6])[CH3:27])=[N:11][N:10]=3)[CH:17]=[CH:16][N:15]=2)=[CH:20][CH:21]=1. The catalyst class is: 13. (5) Reactant: [CH2:1]([O:6][C:7]1[CH:19]=[CH:18][C:17]2[C:16]3[C:11](=[CH:12][C:13]([C:20]#[C:21][C:22]4[CH:27]=[CH:26][C:25]([O:28]CC5C=CC=CC=5)=[C:24]([F:36])[CH:23]=4)=[CH:14][CH:15]=3)[CH2:10][C:9]=2[CH:8]=1)[CH2:2][CH2:3][CH2:4][CH3:5]. Product: [CH2:1]([O:6][C:7]1[CH:19]=[CH:18][C:17]2[C:16]3[C:11](=[CH:12][C:13]([CH2:20][CH2:21][C:22]4[CH:27]=[CH:26][C:25]([OH:28])=[C:24]([F:36])[CH:23]=4)=[CH:14][CH:15]=3)[CH2:10][C:9]=2[CH:8]=1)[CH2:2][CH2:3][CH2:4][CH3:5]. The catalyst class is: 304.